This data is from Full USPTO retrosynthesis dataset with 1.9M reactions from patents (1976-2016). The task is: Predict the reactants needed to synthesize the given product. (1) Given the product [C:8]([N:36]1[CH2:37][CH2:38][CH:33]([C:30]2[CH:31]=[CH:32][C:27]([C@@H:25]([N:21]3[CH2:20][CH2:19][C@:18]([CH2:17][C:16]([OH:15])([CH3:45])[CH3:46])([C:39]4[CH:44]=[CH:43][CH:42]=[CH:41][CH:40]=4)[O:23][C:22]3=[O:24])[CH3:26])=[CH:28][CH:29]=2)[CH2:34][CH2:35]1)(=[O:10])[CH3:9], predict the reactants needed to synthesize it. The reactants are: C(N(CC)CC)C.[C:8](OC(=O)C)(=[O:10])[CH3:9].[OH:15][C:16]([CH3:46])([CH3:45])[CH2:17][C@@:18]1([C:39]2[CH:44]=[CH:43][CH:42]=[CH:41][CH:40]=2)[O:23][C:22](=[O:24])[N:21]([C@H:25]([C:27]2[CH:32]=[CH:31][C:30]([CH:33]3[CH2:38][CH2:37][NH:36][CH2:35][CH2:34]3)=[CH:29][CH:28]=2)[CH3:26])[CH2:20][CH2:19]1. (2) Given the product [CH2:36]([NH:38][CH2:34][C@@H:10]1[CH2:9][NH:8][CH2:12][C@H:11]1[CH2:13][N:14]([CH:31]([CH3:33])[CH3:32])[C:15](=[O:30])[C:16]1[CH:21]=[CH:20][C:19]([O:22][CH3:23])=[C:18]([O:24][CH2:25][CH2:26][CH2:27][O:28][CH3:29])[CH:17]=1)[CH3:37], predict the reactants needed to synthesize it. The reactants are: C(OC([N:8]1[CH2:12][C@@H:11]([CH2:13][N:14]([CH:31]([CH3:33])[CH3:32])[C:15](=[O:30])[C:16]2[CH:21]=[CH:20][C:19]([O:22][CH3:23])=[C:18]([O:24][CH2:25][CH2:26][CH2:27][O:28][CH3:29])[CH:17]=2)[C@H:10]([CH:34]=O)[CH2:9]1)=O)(C)(C)C.[CH2:36]([NH2:38])[CH3:37].C(O[BH-](OC(=O)C)OC(=O)C)(=O)C.[Na+]. (3) Given the product [CH3:19][N:20]([CH3:22])[CH:21]=[CH:1][C:2]1[CH:7]=[CH:6][N:5]([C:8]2[CH:12]=[CH:11][S:10][CH:9]=2)[C:4](=[O:13])[CH:3]=1, predict the reactants needed to synthesize it. The reactants are: [CH3:1][C:2]1[CH:7]=[CH:6][N:5]([C:8]2[CH:12]=[CH:11][S:10][CH:9]=2)[C:4](=[O:13])[CH:3]=1.C(O[CH:19](N(C)C)[N:20]([CH3:22])[CH3:21])(C)(C)C. (4) The reactants are: [CH2:1]([O:3][C:4](=[O:23])[CH2:5][N:6]1[C:14]2[C:9](=[CH:10][CH:11]=[CH:12][C:13]=2[O:15][Si](C(C)(C)C)(C)C)[CH:8]=[CH:7]1)[CH3:2].O.[F-].C([N+](CCCC)(CCCC)CCCC)CCC. Given the product [CH2:1]([O:3][C:4](=[O:23])[CH2:5][N:6]1[C:14]2[C:9](=[CH:10][CH:11]=[CH:12][C:13]=2[OH:15])[CH:8]=[CH:7]1)[CH3:2], predict the reactants needed to synthesize it.